This data is from Catalyst prediction with 721,799 reactions and 888 catalyst types from USPTO. The task is: Predict which catalyst facilitates the given reaction. Reactant: C1COCC1.[CH2:6]([O:8][C:9]1[CH:14]=[C:13]([C:15](OCC)=[O:16])[CH:12]=[C:11]([O:20][CH2:21][CH3:22])[C:10]=1[C:23]1[CH:28]=[CH:27][C:26]([F:29])=[CH:25][CH:24]=1)[CH3:7].[H-].[Al+3].[Li+].[H-].[H-].[H-].[OH-].[Na+]. Product: [CH2:6]([O:8][C:9]1[CH:14]=[C:13]([CH:15]=[O:16])[CH:12]=[C:11]([O:20][CH2:21][CH3:22])[C:10]=1[C:23]1[CH:24]=[CH:25][C:26]([F:29])=[CH:27][CH:28]=1)[CH3:7]. The catalyst class is: 6.